Dataset: Forward reaction prediction with 1.9M reactions from USPTO patents (1976-2016). Task: Predict the product of the given reaction. (1) Given the reactants O=P(Cl)(Cl)[Cl:3].CN(C=O)C.[NH2:11][C:12]1[S:13][C:14]2[C:19](O)=[N:18][C:17]([S:21][C@H:22]([C:24]3[CH:29]=[CH:28][CH:27]=[CH:26][C:25]=3[F:30])[CH3:23])=[N:16][C:15]=2[N:31]=1.O, predict the reaction product. The product is: [Cl:3][C:19]1[C:14]2[S:13][C:12]([NH2:11])=[N:31][C:15]=2[N:16]=[C:17]([S:21][C@H:22]([C:24]2[CH:29]=[CH:28][CH:27]=[CH:26][C:25]=2[F:30])[CH3:23])[N:18]=1. (2) Given the reactants [CH2:1]([O:8][CH2:9][CH2:10][CH2:11][C@H:12]([C:21](=O)[C:22]#[C:23][C:24]1[S:28][C:27]([CH2:29][CH:30]([CH3:32])[CH3:31])=[N:26][CH:25]=1)[CH2:13][C:14]([O:16][C:17]([CH3:20])([CH3:19])[CH3:18])=[O:15])[C:2]1[CH:7]=[CH:6][CH:5]=[CH:4][CH:3]=1.C(O)C.C(=O)([O-])[O-].[Na+].[Na+].[Cl-].[CH3:44][O:45][NH3+:46], predict the reaction product. The product is: [CH2:1]([O:8][CH2:9][CH2:10][CH2:11][C@H:12]([C:21](=[N:46][O:45][CH3:44])[C:22]#[C:23][C:24]1[S:28][C:27]([CH2:29][CH:30]([CH3:32])[CH3:31])=[N:26][CH:25]=1)[CH2:13][C:14]([O:16][C:17]([CH3:20])([CH3:19])[CH3:18])=[O:15])[C:2]1[CH:7]=[CH:6][CH:5]=[CH:4][CH:3]=1. (3) Given the reactants [CH3:1][O:2][C:3](=[O:38])[C@H:4]([N:8]1[CH2:16][C:15]2[C:10](=[CH:11][C:12]([C:17]3[CH:22]=[CH:21][C:20]([NH:23][C:24]([NH:26][C:27]4[CH:32]=[CH:31][CH:30]=[C:29]([C:33]([F:36])([F:35])[F:34])[CH:28]=4)=[O:25])=[CH:19][CH:18]=3)=[CH:13][CH:14]=2)[C:9]1=[O:37])C(C)C.Br[C:40]1[CH:48]=C2C(CN(C3(C(OC)=O)CCCC3)C2=O)=[CH:42][CH:41]=1.CC1(C)C(C)(C)OB(C2C=CC(NC(NC3C=CC=C(C(F)(F)F)C=3)=O)=CC=2)O1, predict the reaction product. The product is: [O:37]=[C:9]1[C:10]2[C:15](=[CH:14][CH:13]=[C:12]([C:17]3[CH:22]=[CH:21][C:20]([NH:23][C:24]([NH:26][C:27]4[CH:32]=[CH:31][CH:30]=[C:29]([C:33]([F:35])([F:34])[F:36])[CH:28]=4)=[O:25])=[CH:19][CH:18]=3)[CH:11]=2)[CH2:16][N:8]1[C:4]1([C:3]([O:2][CH3:1])=[O:38])[CH2:42][CH2:41][CH2:40][CH2:48]1. (4) Given the reactants [C:1]([O:5][C:6]([NH:8][C@H:9]([C:18]([OH:20])=O)[CH2:10][C:11]1[CH:16]=[CH:15][C:14]([F:17])=[CH:13][CH:12]=1)=[O:7])([CH3:4])([CH3:3])[CH3:2].CCN(C(C)C)C(C)C.Cl.[CH3:31][O:32][C:33]1[CH:34]=[C:35]([C:41]2[C@@H:50]3[C@@H:45]([CH2:46][CH2:47][CH2:48][CH2:49]3)[C:44](=[O:51])[N:43]([CH:52]3[CH2:57][CH2:56][NH:55][CH2:54][CH2:53]3)[N:42]=2)[CH:36]=[CH:37][C:38]=1[O:39][CH3:40].CCOC(C(C#N)=NOC(N1CCOCC1)=[N+](C)C)=O.F[P-](F)(F)(F)(F)F.C(=O)(O)[O-].[Na+], predict the reaction product. The product is: [CH3:31][O:32][C:33]1[CH:34]=[C:35]([C:41]2[C@@H:50]3[C@@H:45]([CH2:46][CH2:47][CH2:48][CH2:49]3)[C:44](=[O:51])[N:43]([CH:52]3[CH2:53][CH2:54][N:55]([C:18](=[O:20])[C@@H:9]([NH:8][C:6](=[O:7])[O:5][C:1]([CH3:2])([CH3:3])[CH3:4])[CH2:10][C:11]4[CH:12]=[CH:13][C:14]([F:17])=[CH:15][CH:16]=4)[CH2:56][CH2:57]3)[N:42]=2)[CH:36]=[CH:37][C:38]=1[O:39][CH3:40]. (5) Given the reactants F[C:2]1[CH:7]=[CH:6][C:5]([N+:8]([O-:10])=[O:9])=[CH:4][C:3]=1[CH3:11].CN1CCCC1=O.[NH2:19][CH2:20][CH2:21][CH:22]([OH:24])[CH3:23].C(N(CC)CC)C, predict the reaction product. The product is: [N+:8]([C:5]1[CH:6]=[CH:7][C:2]([NH:19][CH2:20][CH2:21][CH:22]([OH:24])[CH3:23])=[C:3]([CH3:11])[CH:4]=1)([O-:10])=[O:9]. (6) Given the reactants [CH:1]([N:4]1[CH:8]=[C:7]([NH2:9])[CH:6]=[N:5]1)([CH3:3])[CH3:2].[Br:10][C:11]1[N:12]=[C:13](Br)[C:14]2[N:15]([CH:17]=[CH:18][N:19]=2)[CH:16]=1.C(N(CC)C(C)C)(C)C, predict the reaction product. The product is: [Br:10][C:11]1[N:12]=[C:13]([NH:9][C:7]2[CH:6]=[N:5][N:4]([CH:1]([CH3:3])[CH3:2])[CH:8]=2)[C:14]2[N:15]([CH:17]=[CH:18][N:19]=2)[CH:16]=1. (7) The product is: [CH2:1]([O:3][C:4](=[O:28])[NH:5][C:6]1[CH:11]=[CH:10][CH:9]=[C:8]([CH2:12][N:13]2[C:18](=[O:19])[CH:17]=[CH:16][C:15]([C:20]3[CH:21]=[CH:22][C:23]([C:26](=[NH:27])[NH:31][OH:30])=[CH:24][CH:25]=3)=[N:14]2)[CH:7]=1)[CH3:2]. Given the reactants [CH2:1]([O:3][C:4](=[O:28])[NH:5][C:6]1[CH:11]=[CH:10][CH:9]=[C:8]([CH2:12][N:13]2[C:18](=[O:19])[CH:17]=[CH:16][C:15]([C:20]3[CH:25]=[CH:24][C:23]([C:26]#[N:27])=[CH:22][CH:21]=3)=[N:14]2)[CH:7]=1)[CH3:2].[Cl-].[OH:30][NH3+:31].C(N(CC)CC)C, predict the reaction product. (8) Given the reactants [Cl:1][C:2]1[N:10]=[C:9]2[C:5]([N:6]=[CH:7][NH:8]2)=[C:4]([NH:11][CH2:12][C:13]2[CH:14]=[N:15][CH:16]=[CH:17][CH:18]=2)[N:3]=1.C([O-])([O-])=O.[K+].[K+].Br[CH:26]([CH3:28])[CH3:27], predict the reaction product. The product is: [Cl:1][C:2]1[N:10]=[C:9]2[C:5]([N:6]=[CH:7][N:8]2[CH:26]([CH3:28])[CH3:27])=[C:4]([NH:11][CH2:12][C:13]2[CH:14]=[N:15][CH:16]=[CH:17][CH:18]=2)[N:3]=1.